From a dataset of Forward reaction prediction with 1.9M reactions from USPTO patents (1976-2016). Predict the product of the given reaction. Given the reactants Cl[C:2]1[N:7]=[C:6]2[N:8]([CH3:11])[N:9]=[N:10][C:5]2=[C:4]([CH3:12])[CH:3]=1.[Cl:13][C:14]1[CH:19]=[CH:18][C:17]([CH:20]2[C:27]3[C:26]([CH3:28])=[N:25][N:24]([CH:29]4[CH2:31][CH2:30]4)[C:23]=3[C:22](=[O:32])[NH:21]2)=[CH:16][CH:15]=1, predict the reaction product. The product is: [Cl:13][C:14]1[CH:19]=[CH:18][C:17]([CH:20]2[C:27]3[C:26]([CH3:28])=[N:25][N:24]([CH:29]4[CH2:31][CH2:30]4)[C:23]=3[C:22](=[O:32])[N:21]2[C:2]2[N:7]=[C:6]3[N:8]([CH3:11])[N:9]=[N:10][C:5]3=[C:4]([CH3:12])[CH:3]=2)=[CH:16][CH:15]=1.